From a dataset of Catalyst prediction with 721,799 reactions and 888 catalyst types from USPTO. Predict which catalyst facilitates the given reaction. (1) Reactant: [CH3:1][N:2]([CH2:9][CH2:10][O:11][C:12]1[CH:25]=[CH:24][C:15]([CH2:16][CH:17]2[S:21][C:20](=[O:22])[NH:19][C:18]2=[O:23])=[CH:14][CH:13]=1)[C:3]1[CH:8]=[CH:7][CH:6]=[CH:5][N:4]=1.[CH3:26][S:27]([OH:30])(=[O:29])=[O:28]. Product: [CH3:26][S:27]([OH:30])(=[O:29])=[O:28].[CH3:1][N:2]([CH2:9][CH2:10][O:11][C:12]1[CH:25]=[CH:24][C:15]([CH2:16][CH:17]2[S:21][C:20](=[O:22])[NH:19][C:18]2=[O:23])=[CH:14][CH:13]=1)[C:3]1[CH:8]=[CH:7][CH:6]=[CH:5][N:4]=1. The catalyst class is: 21. (2) Reactant: [I:1][C:2]1[CH:7]=[CH:6][N:5]=[C:4]([O:8][CH3:9])[C:3]=1[C:10]1[NH:11][C:12]2[C:17]([CH:18]=1)=[CH:16][CH:15]=[C:14]([NH:19][CH3:20])[CH:13]=2.[F:21][CH:22]([F:26])[C:23](O)=[O:24].CN(C(ON1N=NC2C=CC=NC1=2)=[N+](C)C)C.F[P-](F)(F)(F)(F)F.O. Product: [F:21][CH:22]([F:26])[C:23]([N:19]([C:14]1[CH:13]=[C:12]2[C:17]([CH:18]=[C:10]([C:3]3[C:4]([O:8][CH3:9])=[N:5][CH:6]=[CH:7][C:2]=3[I:1])[NH:11]2)=[CH:16][CH:15]=1)[CH3:20])=[O:24]. The catalyst class is: 2. (3) Reactant: [C:1]([C:3]1[CH:8]=[CH:7][C:6]([C:9]2[N:10]=[C:11]([C:23]3[CH:28]=[CH:27][CH:26]=[CH:25][N:24]=3)[N:12]([CH3:22])[C:13]=2[S:14][C:15]2[CH:20]=[CH:19][C:18]([Cl:21])=[CH:17][CH:16]=2)=[CH:5][CH:4]=1)#[N:2].[N:29]([Sn](C)(C)C)=[N+:30]=[N-:31]. Product: [Cl:21][C:18]1[CH:19]=[CH:20][C:15]([S:14][C:13]2[N:12]([CH3:22])[C:11]([C:23]3[CH:28]=[CH:27][CH:26]=[CH:25][N:24]=3)=[N:10][C:9]=2[C:6]2[CH:5]=[CH:4][C:3]([C:1]3[N:29]=[N:30][NH:31][N:2]=3)=[CH:8][CH:7]=2)=[CH:16][CH:17]=1. The catalyst class is: 113.